This data is from Forward reaction prediction with 1.9M reactions from USPTO patents (1976-2016). The task is: Predict the product of the given reaction. (1) Given the reactants O[C:2]1[CH:7]=[CH:6][C:5]([C:8](=[O:13])[CH2:9][CH:10]([CH3:12])[CH3:11])=[CH:4][N:3]=1.P12(SP3(SP(SP(S3)(S1)=S)(=S)S2)=S)=[S:15], predict the reaction product. The product is: [SH:15][C:2]1[CH:7]=[CH:6][C:5]([C:8](=[O:13])[CH2:9][CH:10]([CH3:12])[CH3:11])=[CH:4][N:3]=1. (2) Given the reactants [F:1][C:2]1[C:7]([CH:8]=[O:9])=[C:6]([I:10])[CH:5]=[CH:4][N:3]=1.[CH2:11](O)[CH2:12][OH:13].C1(C)C=CC(S(O)(=O)=O)=CC=1, predict the reaction product. The product is: [O:9]1[CH2:11][CH2:12][O:13][CH:8]1[C:7]1[C:2]([F:1])=[N:3][CH:4]=[CH:5][C:6]=1[I:10]. (3) Given the reactants [F:1][C:2]1[C:3]([NH:24][S:25]([CH2:28][CH2:29][CH3:30])(=[O:27])=[O:26])=[N:4][CH:5]=[C:6]([F:23])[C:7]=1[NH:8][C:9]1[C:14]([C:15]2[CH:20]=[C:19](SC)[N:18]=[CH:17][N:16]=2)=[N:13][CH:12]=[CH:11][N:10]=1.[CH2:31]([NH2:33])[CH3:32], predict the reaction product. The product is: [CH2:31]([NH:33][C:19]1[N:18]=[CH:17][N:16]=[C:15]([C:14]2[C:9]([NH:8][C:7]3[C:6]([F:23])=[CH:5][N:4]=[C:3]([NH:24][S:25]([CH2:28][CH2:29][CH3:30])(=[O:27])=[O:26])[C:2]=3[F:1])=[N:10][CH:11]=[CH:12][N:13]=2)[CH:20]=1)[CH3:32]. (4) Given the reactants [NH:1]([C:5]1[CH:10]=[CH:9][C:8]([OH:11])=[CH:7][CH:6]=1)C(C)=O.[OH-].[K+].O=[Si]=O.[C:17](=[O:19])=[O:18], predict the reaction product. The product is: [NH2:1][C:5]1[CH:6]=[C:7]([C:17]([OH:19])=[O:18])[C:8]([OH:11])=[CH:9][CH:10]=1. (5) Given the reactants CC1C=CC(C)=CC=1.[C:9]([O:12][C:13]1[CH:14]=[C:15]([CH:19]=[C:20]([O:22][C:23](=[O:25])[CH3:24])[CH:21]=1)[C:16](Cl)=O)(=[O:11])[CH3:10].[Cl:26][CH2:27][C:28]([O:30][C:31]1[CH:38]=[CH:37][C:34]([CH:35]=C)=[CH:33][CH:32]=1)=[O:29].CN1CCOCC1, predict the reaction product. The product is: [C:9]([O:12][C:13]1[CH:14]=[C:15]([CH:16]=[CH:35][C:34]2[CH:33]=[CH:32][C:31]([O:30][C:28](=[O:29])[CH2:27][Cl:26])=[CH:38][CH:37]=2)[CH:19]=[C:20]([O:22][C:23](=[O:25])[CH3:24])[CH:21]=1)(=[O:11])[CH3:10]. (6) Given the reactants [NH2:1][C:2]1[CH:7]=[C:6]([Br:8])[CH:5]=[C:4]([Cl:9])[C:3]=1[OH:10].C([O-])([O-])=O.[Na+].[Na+].[CH3:17][C:18](CC(C)C)=[O:19].ClCC(Cl)=O, predict the reaction product. The product is: [Br:8][C:6]1[CH:5]=[C:4]([Cl:9])[C:3]2[O:10][CH2:17][C:18](=[O:19])[NH:1][C:2]=2[CH:7]=1. (7) Given the reactants [CH3:1][C:2]1[CH:6]=[C:5]([C:7]2([C:10]([O:12]C)=[O:11])[CH2:9][CH2:8]2)[O:4][N:3]=1.O.[OH-].[Li+].[Cl-].[NH4+].Cl, predict the reaction product. The product is: [CH3:1][C:2]1[CH:6]=[C:5]([C:7]2([C:10]([OH:12])=[O:11])[CH2:8][CH2:9]2)[O:4][N:3]=1.